From a dataset of Forward reaction prediction with 1.9M reactions from USPTO patents (1976-2016). Predict the product of the given reaction. (1) Given the reactants [CH3:1][O:2][C:3](=[O:10])[CH2:4][C:5]([CH:7]1[CH2:9][CH2:8]1)=[O:6].CO[CH:13](OC)[N:14]([CH3:16])[CH3:15], predict the reaction product. The product is: [CH3:1][O:2][C:3](=[O:10])[C:4]([C:5]([CH:7]1[CH2:9][CH2:8]1)=[O:6])=[CH:13][N:14]([CH3:16])[CH3:15]. (2) Given the reactants [CH:1]1([NH:4][C:5]([NH:7][C:8]2[C:9]([C:13]3[NH:17][C:16]4[CH:18]=[CH:19][C:20]([CH2:22][N:23]5[CH2:28][CH2:27][O:26][CH2:25][CH2:24]5)=[CH:21][C:15]=4[N:14]=3)=[N:10][NH:11][CH:12]=2)=[O:6])[CH2:3][CH2:2]1.[CH3:29][S:30]([OH:33])(=[O:32])=[O:31], predict the reaction product. The product is: [CH3:29][S:30]([OH:33])(=[O:32])=[O:31].[CH:1]1([NH:4][C:5]([NH:7][C:8]2[C:9]([C:13]3[NH:17][C:16]4[CH:18]=[CH:19][C:20]([CH2:22][N:23]5[CH2:24][CH2:25][O:26][CH2:27][CH2:28]5)=[CH:21][C:15]=4[N:14]=3)=[N:10][NH:11][CH:12]=2)=[O:6])[CH2:3][CH2:2]1. (3) Given the reactants [OH:1][C@H:2]([CH2:6][CH2:7][CH2:8][CH2:9][CH2:10][CH2:11][CH2:12][CH2:13][CH2:14][CH2:15][CH3:16])[CH2:3][C:4]#[N:5].C(Cl)Cl.C(N(CC)CC)C.[CH3:27][Si:28](Cl)([CH3:30])[CH3:29], predict the reaction product. The product is: [CH3:27][Si:28]([CH3:30])([CH3:29])[O:1][C@H:2]([CH2:6][CH2:7][CH2:8][CH2:9][CH2:10][CH2:11][CH2:12][CH2:13][CH2:14][CH2:15][CH3:16])[CH2:3][C:4]#[N:5]. (4) Given the reactants [CH3:1][C:2]1[C:10]2[C:5](=[CH:6][N:7]=[CH:8][CH:9]=2)[S:4][C:3]=1[CH:11]=[O:12].[CH:13]1([Mg]Br)[CH2:18][CH2:17][CH2:16][CH2:15][CH2:14]1.[Cl-].[NH4+].C[N+]1([O-])CCOCC1, predict the reaction product. The product is: [CH:13]1([C:11]([C:3]2[S:4][C:5]3=[CH:6][N:7]=[CH:8][CH:9]=[C:10]3[C:2]=2[CH3:1])=[O:12])[CH2:18][CH2:17][CH2:16][CH2:15][CH2:14]1. (5) The product is: [CH3:25][C:16]1[CH:21]=[CH:20][CH:19]=[CH:18][C:17]=1[C:2]1[CH:11]=[CH:10][C:5]([C:6]([O:8][CH3:9])=[O:7])=[CH:4][C:3]=1[C:12]([F:15])([F:14])[F:13]. Given the reactants Br[C:2]1[CH:11]=[CH:10][C:5]([C:6]([O:8][CH3:9])=[O:7])=[CH:4][C:3]=1[C:12]([F:15])([F:14])[F:13].[C:16]1([CH3:25])[CH:21]=[CH:20][CH:19]=[CH:18][C:17]=1B(O)O.C(=O)([O-])[O-].[K+].[K+].O, predict the reaction product. (6) Given the reactants C[O:2][C:3]([C:5]1[C:13]2[N:12]=[C:11]([C:14]3[CH:19]=[CH:18][C:17]([F:20])=[CH:16][C:15]=3[F:21])[NH:10][C:9]=2[C:8]([O:22]C)=[CH:7][CH:6]=1)=[O:4].[Cl-].[Al+3].[Cl-].[Cl-].Cl, predict the reaction product. The product is: [F:21][C:15]1[CH:16]=[C:17]([F:20])[CH:18]=[CH:19][C:14]=1[C:11]1[NH:10][C:9]2[C:8]([OH:22])=[CH:7][CH:6]=[C:5]([C:3]([OH:4])=[O:2])[C:13]=2[N:12]=1. (7) Given the reactants Br[CH:2]([C:6]1[CH:11]=[CH:10][C:9]([F:12])=[C:8]([S:13]([CH3:16])(=[O:15])=[O:14])[CH:7]=1)[C:3](=O)[CH3:4].[C:17]([NH:20][C:21]([NH2:23])=[S:22])(=[O:19])[CH3:18].O.C(OCC)(=O)C, predict the reaction product. The product is: [F:12][C:9]1[CH:10]=[CH:11][C:6]([C:2]2[S:22][C:21]([NH:20][C:17](=[O:19])[CH3:18])=[N:23][C:3]=2[CH3:4])=[CH:7][C:8]=1[S:13]([CH3:16])(=[O:15])=[O:14].